From a dataset of Full USPTO retrosynthesis dataset with 1.9M reactions from patents (1976-2016). Predict the reactants needed to synthesize the given product. (1) Given the product [CH:12]([C:9]1[CH:10]=[CH:11][C:6]([CH:2]2[C:19]3[CH:18]=[CH:17][C:16]([CH3:15])=[C:21]([CH3:22])[C:20]=3[O:5][C:3]2=[O:4])=[CH:7][CH:8]=1)([CH3:14])[CH3:13], predict the reactants needed to synthesize it. The reactants are: O[CH:2]([C:6]1[CH:11]=[CH:10][C:9]([CH:12]([CH3:14])[CH3:13])=[CH:8][CH:7]=1)[C:3]([OH:5])=[O:4].[CH3:15][C:16]1[C:21]([CH3:22])=[CH:20][CH:19]=[CH:18][C:17]=1O. (2) The reactants are: OC1C=[N:4][C:5]([C:8]2[CH:9]=[C:10]([CH:27]=[CH:28][CH:29]=2)[CH2:11][N:12]2[C:17](=[O:18])[CH:16]=[CH:15][C:14]([C:19]3[CH:20]=[C:21]([CH:24]=[CH:25][CH:26]=3)[C:22]#[N:23])=[N:13]2)=[N:6]C=1.N1C=C[CH:33]=[CH:32][CH:31]=1.Cl[C:37]([O:39][CH:40]([CH3:42])[CH3:41])=[O:38]. Given the product [CH:32]([C:37]([O:39][C:40]1[CH:42]=[N:6][C:5]([C:8]2[CH:29]=[CH:28][CH:27]=[C:10]([CH2:11][N:12]3[C:17](=[O:18])[CH:16]=[CH:15][C:14]([C:19]4[CH:26]=[CH:25][CH:24]=[C:21]([C:22]#[N:23])[CH:20]=4)=[N:13]3)[CH:9]=2)=[N:4][CH:41]=1)=[O:38])([CH3:33])[CH3:31], predict the reactants needed to synthesize it. (3) Given the product [Cl:13][C:11]1[N:12]=[C:7]([NH:6][CH2:5][CH:3]2[CH2:4][N:1]([C:24](=[O:27])[CH:25]=[CH2:26])[CH2:2]2)[C:8]2[O:16][CH:15]=[CH:14][C:9]=2[N:10]=1, predict the reactants needed to synthesize it. The reactants are: [NH:1]1[CH2:4][CH:3]([CH2:5][NH:6][C:7]2[C:8]3[O:16][CH:15]=[CH:14][C:9]=3[N:10]=[C:11]([Cl:13])[N:12]=2)[CH2:2]1.C(N(CC)CC)C.[C:24](Cl)(=[O:27])[CH:25]=[CH2:26]. (4) The reactants are: [Cl:1][C:2]1[CH:7]=[C:6]([Cl:8])[CH:5]=[CH:4][C:3]=1[N:9]1[C:13]([C:14]2[CH:19]=[CH:18][C:17]([C:20]([F:23])([F:22])[F:21])=[CH:16][CH:15]=2)=[C:12]([CH3:24])[C:11]([CH2:25][OH:26])=[N:10]1.[H-].[Na+].[CH2:29]([O:31][C:32](=[O:37])[C:33](Br)([CH3:35])[CH3:34])[CH3:30]. Given the product [CH2:29]([O:31][C:32](=[O:37])[C:33]([O:26][CH2:25][C:11]1[C:12]([CH3:24])=[C:13]([C:14]2[CH:15]=[CH:16][C:17]([C:20]([F:23])([F:21])[F:22])=[CH:18][CH:19]=2)[N:9]([C:3]2[CH:4]=[CH:5][C:6]([Cl:8])=[CH:7][C:2]=2[Cl:1])[N:10]=1)([CH3:35])[CH3:34])[CH3:30], predict the reactants needed to synthesize it. (5) Given the product [CH3:27][O:28][C:29]([C@@H:31]1[CH:35]=[CH:34][CH2:33][N:32]1[C:36]([O:38][CH2:39][C:40]1[CH:41]=[CH:42][CH:43]=[CH:44][CH:45]=1)=[O:37])=[O:30], predict the reactants needed to synthesize it. The reactants are: O=C1CCC(=O)N1OC(=O)OCC1C=CC=CC=1.C(N(CC)CC)C.Cl.[CH3:27][O:28][C:29]([C@@H:31]1[CH:35]=[CH:34][CH2:33][N:32]1[C:36]([O:38][CH2:39][C:40]1[CH:45]=[CH:44][CH:43]=[CH:42][CH:41]=1)=[O:37])=[O:30]. (6) Given the product [CH3:13][O:12][C:10](=[O:11])[C:9]1[CH:8]=[CH:7][C:6]([O:5][CH2:3][C:2]#[CH:1])=[CH:15][CH:14]=1, predict the reactants needed to synthesize it. The reactants are: [CH2:1](Br)[C:2]#[CH:3].[OH:5][C:6]1[CH:15]=[CH:14][C:9]([C:10]([O:12][CH3:13])=[O:11])=[CH:8][CH:7]=1.C(=O)([O-])[O-].[K+].[K+]. (7) Given the product [C:22]([SiH2:26][O:27][C:28]([C:49]1[CH:54]=[CH:53][CH:52]=[CH:51][CH:50]=1)([C:43]1[CH:44]=[CH:45][CH:46]=[CH:47][CH:48]=1)[C:29]1[CH:30]=[CH:31][C:32]2[N:33]([C:35]([C:39]3[C:40](=[O:41])[NH:42][C:9](=[O:21])[C:10]=3[C:12]3[C:20]4[C:15](=[CH:16][CH:17]=[CH:18][CH:19]=4)[NH:14][CH:13]=3)=[C:36]([CH3:38])[N:37]=2)[CH:34]=1)([CH3:25])([CH3:23])[CH3:24], predict the reactants needed to synthesize it. The reactants are: CC(C)([O-])C.[K+].CO[C:9](=[O:21])[C:10]([C:12]1[C:20]2[C:15](=[CH:16][CH:17]=[CH:18][CH:19]=2)[NH:14][CH:13]=1)=O.[C:22]([SiH2:26][O:27][C:28]([C:49]1[CH:54]=[CH:53][CH:52]=[CH:51][CH:50]=1)([C:43]1[CH:48]=[CH:47][CH:46]=[CH:45][CH:44]=1)[C:29]1[CH:30]=[CH:31][C:32]2[N:33]([C:35]([CH2:39][C:40]([NH2:42])=[O:41])=[C:36]([CH3:38])[N:37]=2)[CH:34]=1)([CH3:25])([CH3:24])[CH3:23].[NH4+].[Cl-]. (8) Given the product [CH3:23][C:16]1[CH:15]=[C:14]([CH:19]=[CH:18][C:17]=1[C:2]1[CH:3]=[C:4]2[C:8](=[CH:9][CH:10]=1)[NH:7][C:6](=[O:11])[CH2:5]2)[C:12]#[N:13], predict the reactants needed to synthesize it. The reactants are: Br[C:2]1[CH:3]=[C:4]2[C:8](=[CH:9][CH:10]=1)[NH:7][C:6](=[O:11])[CH2:5]2.[C:12]([C:14]1[CH:19]=[CH:18][C:17](B(O)O)=[C:16]([CH3:23])[CH:15]=1)#[N:13].CN(C=O)C.C(=O)([O-])[O-].[Na+].[Na+].